This data is from NCI-60 drug combinations with 297,098 pairs across 59 cell lines. The task is: Regression. Given two drug SMILES strings and cell line genomic features, predict the synergy score measuring deviation from expected non-interaction effect. (1) Drug 1: CNC(=O)C1=CC=CC=C1SC2=CC3=C(C=C2)C(=NN3)C=CC4=CC=CC=N4. Drug 2: CC1C(C(CC(O1)OC2CC(CC3=C2C(=C4C(=C3O)C(=O)C5=C(C4=O)C(=CC=C5)OC)O)(C(=O)CO)O)N)O.Cl. Cell line: SK-MEL-28. Synergy scores: CSS=37.8, Synergy_ZIP=0.951, Synergy_Bliss=1.79, Synergy_Loewe=-19.1, Synergy_HSA=-0.350. (2) Drug 1: CC(CN1CC(=O)NC(=O)C1)N2CC(=O)NC(=O)C2. Drug 2: CCN(CC)CCCC(C)NC1=C2C=C(C=CC2=NC3=C1C=CC(=C3)Cl)OC. Cell line: CAKI-1. Synergy scores: CSS=34.8, Synergy_ZIP=-7.25, Synergy_Bliss=1.56, Synergy_Loewe=2.77, Synergy_HSA=4.79. (3) Drug 1: CC1C(C(CC(O1)OC2CC(CC3=C2C(=C4C(=C3O)C(=O)C5=C(C4=O)C(=CC=C5)OC)O)(C(=O)C)O)N)O.Cl. Drug 2: CC1=CC=C(C=C1)C2=CC(=NN2C3=CC=C(C=C3)S(=O)(=O)N)C(F)(F)F. Cell line: PC-3. Synergy scores: CSS=27.7, Synergy_ZIP=-3.81, Synergy_Bliss=1.80, Synergy_Loewe=3.17, Synergy_HSA=3.15.